Dataset: Full USPTO retrosynthesis dataset with 1.9M reactions from patents (1976-2016). Task: Predict the reactants needed to synthesize the given product. (1) Given the product [CH3:10][C:11]1([CH3:36])[C:20]2[N:19]=[C:18]([C:21]([NH:9][S:6]([CH:3]3[CH2:5][CH2:4]3)(=[O:8])=[O:7])=[O:22])[CH:17]=[CH:16][C:15]=2[NH:14][CH:13]([C:24]2[CH:29]=[CH:28][CH:27]=[C:26]([N:30]3[CH2:35][CH2:34][O:33][CH2:32][CH2:31]3)[CH:25]=2)[CH2:12]1, predict the reactants needed to synthesize it. The reactants are: [H-].[Na+].[CH:3]1([S:6]([NH2:9])(=[O:8])=[O:7])[CH2:5][CH2:4]1.[CH3:10][C:11]1([CH3:36])[C:20]2[N:19]=[C:18]([C:21](O)=[O:22])[CH:17]=[CH:16][C:15]=2[NH:14][CH:13]([C:24]2[CH:29]=[CH:28][CH:27]=[C:26]([N:30]3[CH2:35][CH2:34][O:33][CH2:32][CH2:31]3)[CH:25]=2)[CH2:12]1.C(N1C=CN=C1)(N1C=CN=C1)=O. (2) Given the product [CH3:23][O:22][C:19]1[N:18]=[CH:17][C:16]([CH:12]([NH:11][C:6]2[CH:7]=[CH:8][CH:9]=[CH:10][C:5]=2[C:3]([O:2][CH3:1])=[O:4])[C:13](=[O:15])[O:14][C@@H:26]2[CH:27]3[CH2:30][CH2:31][N:24]([CH2:29][CH2:28]3)[CH2:25]2)=[CH:21][CH:20]=1, predict the reactants needed to synthesize it. The reactants are: [CH3:1][O:2][C:3]([C:5]1[CH:10]=[CH:9][CH:8]=[CH:7][C:6]=1[NH:11][CH:12]([C:16]1[CH:17]=[N:18][C:19]([O:22][CH3:23])=[CH:20][CH:21]=1)[C:13]([OH:15])=[O:14])=[O:4].[N:24]12[CH2:31][CH2:30][CH:27]([CH2:28][CH2:29]1)[C@@H:26](O)[CH2:25]2.O.N1(O)C2C=CC=CC=2N=N1.C(=NC1CCCCC1)=NC1CCCCC1. (3) Given the product [CH2:6]([N:13]1[CH2:18][CH2:17][CH:16]([NH:1][CH2:2][CH2:3][CH2:4][OH:5])[CH2:15][CH2:14]1)[C:7]1[CH:12]=[CH:11][CH:10]=[CH:9][CH:8]=1, predict the reactants needed to synthesize it. The reactants are: [NH2:1][CH2:2][CH2:3][CH2:4][OH:5].[CH2:6]([N:13]1[CH2:18][CH2:17][C:16](=O)[CH2:15][CH2:14]1)[C:7]1[CH:12]=[CH:11][CH:10]=[CH:9][CH:8]=1.C(O[BH-](OC(=O)C)OC(=O)C)(=O)C.[Na+].Cl.[OH-].[Na+]. (4) Given the product [O:1]=[C:2]1[C:9]([C:10]2[CH:11]=[CH:12][CH:13]=[CH:14][CH:15]=2)=[CH:21][NH:16][CH:17]=[C:3]1[C:4]([O:6][CH2:7][CH3:8])=[O:5], predict the reactants needed to synthesize it. The reactants are: [O:1]=[C:2]([CH2:9][C:10]1[CH:15]=[CH:14][CH:13]=[CH:12][CH:11]=1)[CH2:3][C:4]([O:6][CH2:7][CH3:8])=[O:5].[N:16]1[CH:21]=NC=N[CH:17]=1.C([O-])(=O)C.[Na+]. (5) Given the product [Cl:1][C:2]1[CH:3]=[C:4]([CH:9]2[C:18]3[C:13](=[CH:14][CH:15]=[CH:16][CH:17]=3)[C:12](=[N:21][CH3:20])[CH2:11][CH2:10]2)[CH:5]=[CH:6][C:7]=1[Cl:8], predict the reactants needed to synthesize it. The reactants are: [Cl:1][C:2]1[CH:3]=[C:4]([CH:9]2[C:18]3[C:13](=[CH:14][CH:15]=[CH:16][CH:17]=3)[C:12](=O)[CH2:11][CH2:10]2)[CH:5]=[CH:6][C:7]=1[Cl:8].[CH3:20][N:21](C)C=O.CN. (6) Given the product [CH2:1]([N:8]([C:25](=[O:42])[NH:20][C:21]1[CH:22]=[CH:34][C:33]([N+:36]([O-:38])=[O:37])=[CH:32][CH:31]=1)[C:9](=[O:18])[CH2:10][NH:11][C:12]1[CH:17]=[CH:16][CH:15]=[CH:14][CH:13]=1)[C:2]1[CH:3]=[CH:4][CH:5]=[CH:6][CH:7]=1, predict the reactants needed to synthesize it. The reactants are: [CH2:1]([NH:8][C:9](=[O:18])[CH2:10][NH:11][C:12]1[CH:17]=[CH:16][CH:15]=[CH:14][CH:13]=1)[C:2]1[CH:7]=[CH:6][CH:5]=[CH:4][CH:3]=1.C[N:20]1[CH2:25]CO[CH2:22][CH2:21]1.ClC(OC1C=[CH:34][C:33]([N+:36]([O-:38])=[O:37])=[CH:32][CH:31]=1)=O.C1C[O:42]CC1. (7) Given the product [F:1][C:2]1[CH:3]=[C:4]([CH:6]=[CH:7][C:8]=1[I:9])[CH:20]=[N:21][OH:22], predict the reactants needed to synthesize it. The reactants are: [F:1][C:2]1[CH:3]=[C:4]([CH:6]=[CH:7][C:8]=1[I:9])N.Cl.N([O-])=O.[Na+].C([O-])(=O)C.[Na+].[CH2:20]=[N:21][OH:22].S([O-])([O-])=O.[Na+].[Na+]. (8) The reactants are: [NH:1]1[C:5]2=[N:6][CH:7]=[CH:8][CH:9]=[C:4]2[C:3]([C:10]2[CH2:11][N:12]([C:15]([O:17][C:18]([CH3:21])([CH3:20])[CH3:19])=[O:16])[CH2:13][CH:14]=2)=[CH:2]1.[CH2:22]([Zn]CC)C.ICI. Given the product [NH:1]1[C:5]2=[N:6][CH:7]=[CH:8][CH:9]=[C:4]2[C:3]([C:10]23[CH2:22][CH:14]2[CH2:13][N:12]([C:15]([O:17][C:18]([CH3:21])([CH3:20])[CH3:19])=[O:16])[CH2:11]3)=[CH:2]1, predict the reactants needed to synthesize it. (9) Given the product [F:24][C:19]1[CH:18]=[C:17]([CH:22]=[C:21]([F:23])[CH:20]=1)[CH2:16][N:14]1[CH:15]=[C:11]([C:10]2[C:4]3[C:5](=[N:6][CH:7]=[C:2]([C:41]4[CH:40]=[CH:39][C:38]([NH:52][S:53]([CH3:56])(=[O:55])=[O:54])=[C:37]([O:36][CH3:35])[CH:42]=4)[CH:3]=3)[N:8]([S:25]([C:28]3[CH:29]=[CH:30][C:31]([CH3:32])=[CH:33][CH:34]=3)(=[O:26])=[O:27])[CH:9]=2)[CH:12]=[N:13]1, predict the reactants needed to synthesize it. The reactants are: Br[C:2]1[CH:3]=[C:4]2[C:10]([C:11]3[CH:12]=[N:13][N:14]([CH2:16][C:17]4[CH:22]=[C:21]([F:23])[CH:20]=[C:19]([F:24])[CH:18]=4)[CH:15]=3)=[CH:9][N:8]([S:25]([C:28]3[CH:34]=[CH:33][C:31]([CH3:32])=[CH:30][CH:29]=3)(=[O:27])=[O:26])[C:5]2=[N:6][CH:7]=1.[CH3:35][O:36][C:37]1[CH:42]=[C:41](B2OC(C)(C)C(C)(C)O2)[CH:40]=[CH:39][C:38]=1[NH:52][S:53]([CH3:56])(=[O:55])=[O:54].C(=O)([O-])[O-].[Na+].[Na+].